Dataset: Reaction yield outcomes from USPTO patents with 853,638 reactions. Task: Predict the reaction yield, written as a fraction of the theoretical maximum amount of product (1.0 means a 100% yield; for example, 0.34 means a 34% yield). (1) The reactants are Cl[C:2]1[N:3]=[N+:4]([O-:12])[C:5]2[CH:11]=[CH:10][CH:9]=[CH:8][C:6]=2[N:7]=1.[CH:13]([Sn](CCCC)(CCCC)CCCC)=[CH2:14]. The catalyst is COCCOC.C1C=CC([P]([Pd]([P](C2C=CC=CC=2)(C2C=CC=CC=2)C2C=CC=CC=2)([P](C2C=CC=CC=2)(C2C=CC=CC=2)C2C=CC=CC=2)[P](C2C=CC=CC=2)(C2C=CC=CC=2)C2C=CC=CC=2)(C2C=CC=CC=2)C2C=CC=CC=2)=CC=1. The product is [CH:13]([C:2]1[N:3]=[N+:4]([O-:12])[C:5]2[CH:11]=[CH:10][CH:9]=[CH:8][C:6]=2[N:7]=1)=[CH2:14]. The yield is 0.580. (2) The reactants are [H-].[H-].[H-].[H-].[Li+].[Al+3].[N:7]1[CH:12]=[CH:11][C:10]([C:13]2[CH:21]=[CH:20][C:16]([C:17](O)=[O:18])=[CH:15][CH:14]=2)=[CH:9][CH:8]=1.O.[OH-].[K+]. The catalyst is C1COCC1. The product is [N:7]1[CH:12]=[CH:11][C:10]([C:13]2[CH:21]=[CH:20][C:16]([CH2:17][OH:18])=[CH:15][CH:14]=2)=[CH:9][CH:8]=1. The yield is 0.600. (3) The reactants are FC(F)(F)C(O)=O.[F:8][C:9]([F:25])([F:24])[O:10][C:11]1[CH:16]=[CH:15][C:14]([N:17]2[C:21](=[O:22])[CH:20]=[CH:19][C:18]2=[O:23])=[CH:13][CH:12]=1.CO[CH2:28][N:29]([CH2:37][Si](C)(C)C)[CH2:30][C:31]1[CH:36]=[CH:35][CH:34]=[CH:33][CH:32]=1. The catalyst is ClCCl. The product is [CH2:30]([N:29]1[CH2:37][CH:19]2[C:18](=[O:23])[N:17]([C:14]3[CH:15]=[CH:16][C:11]([O:10][C:9]([F:8])([F:24])[F:25])=[CH:12][CH:13]=3)[C:21](=[O:22])[CH:20]2[CH2:28]1)[C:31]1[CH:36]=[CH:35][CH:34]=[CH:33][CH:32]=1. The yield is 0.900. (4) The reactants are [CH3:1][O:2][CH2:3]Cl.[OH:5][C:6]1[C:11]2[C:12](=[O:15])[CH2:13][O:14][C:10]=2[CH:9]=[C:8]([OH:16])[C:7]=1[CH2:17][CH:18]=[C:19]([CH3:21])[CH3:20].[CH2:22](N(CC)CC)C.O.CN(C)[CH:32]=[O:33]. No catalyst specified. The product is [CH3:1][O:2][CH2:3][O:5][C:6]1[C:11]2[C:12](=[O:15])[CH2:13][O:14][C:10]=2[CH:9]=[C:8]([O:16][CH2:22][O:33][CH3:32])[C:7]=1[CH2:17][CH:18]=[C:19]([CH3:21])[CH3:20]. The yield is 0.888. (5) The reactants are Br[C:2]1[CH:3]=[N:4][CH:5]=[CH:6][C:7]=1[O:8][C:9]1[C:14]([F:15])=[CH:13][C:12]([NH:16][C:17]([C:19]2[C:20](=[O:35])[N:21]([C:28]3[CH:33]=[CH:32][C:31]([F:34])=[CH:30][CH:29]=3)[CH:22]=[CH:23][C:24]=2[O:25][CH2:26][CH3:27])=[O:18])=[C:11]([F:36])[CH:10]=1.CC1(C)C(C)(C)OB([C:45]2[CH:46]=[N:47][NH:48][CH:49]=2)O1.C(=O)([O-])[O-].[K+].[K+]. The catalyst is O1CCOCC1.O. The product is [NH:47]1[CH:46]=[C:45]([C:2]2[CH:3]=[N:4][CH:5]=[CH:6][C:7]=2[O:8][C:9]2[C:14]([F:15])=[CH:13][C:12]([NH:16][C:17]([C:19]3[C:20](=[O:35])[N:21]([C:28]4[CH:33]=[CH:32][C:31]([F:34])=[CH:30][CH:29]=4)[CH:22]=[CH:23][C:24]=3[O:25][CH2:26][CH3:27])=[O:18])=[C:11]([F:36])[CH:10]=2)[CH:49]=[N:48]1. The yield is 0.569. (6) The reactants are [NH:1]1[C:5]2[CH:6]=[CH:7][CH:8]=[CH:9][C:4]=2[N:3]=[C:2]1[CH2:10][CH2:11][C:12]([OH:14])=O.CN(C(ON1N=NC2C=CC=NC1=2)=[N+](C)C)C.F[P-](F)(F)(F)(F)F.[NH2:39][CH2:40][C@H:41]([OH:53])[CH2:42][N:43]1[CH2:52][CH2:51][C:50]2[C:45](=[CH:46][CH:47]=[CH:48][CH:49]=2)[CH2:44]1. The catalyst is C(Cl)Cl. The product is [NH:3]1[C:4]2[CH:9]=[CH:8][CH:7]=[CH:6][C:5]=2[N:1]=[C:2]1[CH2:10][CH2:11][C:12]([NH:39][CH2:40][C@H:41]([OH:53])[CH2:42][N:43]1[CH2:52][CH2:51][C:50]2[C:45](=[CH:46][CH:47]=[CH:48][CH:49]=2)[CH2:44]1)=[O:14]. The yield is 0.260. (7) The reactants are [Cl:1][C:2]1[CH:7]=[CH:6][N:5]=[C:4]2[CH:8]=[C:9]([Sn](CCCC)(CCCC)CCCC)[S:10][C:3]=12.Br[C:25]1[CH:37]=[CH:36][C:28]([CH2:29][N:30]2[CH2:34][CH2:33][C@H:32]([OH:35])[CH2:31]2)=[CH:27][CH:26]=1.CO.CCOC(C)=O. The catalyst is C1(C)C=CC=CC=1.C1C=CC([P]([Pd]([P](C2C=CC=CC=2)(C2C=CC=CC=2)C2C=CC=CC=2)([P](C2C=CC=CC=2)(C2C=CC=CC=2)C2C=CC=CC=2)[P](C2C=CC=CC=2)(C2C=CC=CC=2)C2C=CC=CC=2)(C2C=CC=CC=2)C2C=CC=CC=2)=CC=1. The product is [Cl:1][C:2]1[CH:7]=[CH:6][N:5]=[C:4]2[CH:8]=[C:9]([C:25]3[CH:37]=[CH:36][C:28]([CH2:29][N:30]4[CH2:34][CH2:33][C@H:32]([OH:35])[CH2:31]4)=[CH:27][CH:26]=3)[S:10][C:3]=12. The yield is 0.710.